From a dataset of CYP2D6 inhibition data for predicting drug metabolism from PubChem BioAssay. Regression/Classification. Given a drug SMILES string, predict its absorption, distribution, metabolism, or excretion properties. Task type varies by dataset: regression for continuous measurements (e.g., permeability, clearance, half-life) or binary classification for categorical outcomes (e.g., BBB penetration, CYP inhibition). Dataset: cyp2d6_veith. (1) The molecule is NC(=NCCC[C@H](N)C(=O)O)NO. The result is 0 (non-inhibitor). (2) The molecule is N[C@H](CCC(=O)NCS(=O)(=O)O)C(=O)O. The result is 0 (non-inhibitor). (3) The compound is C[C@@H](C[C@H](N)C(=O)O)C(=O)O. The result is 0 (non-inhibitor). (4) The compound is C/C(=N/Nc1nc(C)cc(=O)[nH]1)C(=O)O. The result is 0 (non-inhibitor). (5) The drug is CCCCC1(C)NC(=O)c2c(C)sc(C(=O)OCC)c2N1. The result is 0 (non-inhibitor). (6) The molecule is CCOC(=O)/C(C(N)=NCCCO)=C(\O)OCC. The result is 0 (non-inhibitor). (7) The molecule is COc1ccc(C(=O)N2CCC3(CCCN(c4ccccn4)C3)CC2)cc1. The result is 0 (non-inhibitor). (8) The drug is C/C(CCN1CCc2nc(-c3ccccc3)c(-c3ccccc3)cc2C1)=N\O[C@@H](C)CN1CCCCc2nc(C)c(C)cc21. The result is 0 (non-inhibitor). (9) The drug is CCCc1ccc(-c2cc(C(=O)NN3CCOCC3)c3ccccc3n2)cc1. The result is 0 (non-inhibitor). (10) The drug is CCNc1ncc2nc(-c3ccc(OC)cc3)c(=O)n(Cc3cccs3)c2n1. The result is 0 (non-inhibitor).